From a dataset of Peptide-MHC class II binding affinity with 134,281 pairs from IEDB. Regression. Given a peptide amino acid sequence and an MHC pseudo amino acid sequence, predict their binding affinity value. This is MHC class II binding data. (1) The peptide sequence is AFLIGANYLGKPKEQ. The MHC is DRB1_0101 with pseudo-sequence DRB1_0101. The binding affinity (normalized) is 1.00. (2) The MHC is DRB3_0101 with pseudo-sequence DRB3_0101. The binding affinity (normalized) is 0.462. The peptide sequence is CGRRHSVRIRVRSGG. (3) The peptide sequence is DKAVSGLRSLTTLLR. The MHC is DRB1_1501 with pseudo-sequence DRB1_1501. The binding affinity (normalized) is 0.622. (4) The peptide sequence is PLALKEFKDFAAGRK. The MHC is DRB5_0101 with pseudo-sequence DRB5_0101. The binding affinity (normalized) is 0.725. (5) The peptide sequence is DYVRMWVQAATVMSA. The MHC is HLA-DPA10103-DPB10401 with pseudo-sequence HLA-DPA10103-DPB10401. The binding affinity (normalized) is 0.318. (6) The peptide sequence is GELQIVDKIDASFKI. The MHC is DRB3_0101 with pseudo-sequence DRB3_0101. The binding affinity (normalized) is 0.754.